This data is from Choline transporter screen with 302,306 compounds. The task is: Binary Classification. Given a drug SMILES string, predict its activity (active/inactive) in a high-throughput screening assay against a specified biological target. (1) The molecule is O=C(N1CCN(CC1)Cc1ncccc1)c1cc(OC)c(OC)c(OC)c1. The result is 0 (inactive). (2) The compound is s1c2c(nc1/C=C\c1cc(OCC)c(OCC(=O)N3CCOCC3)cc1)cc(c(c2)C)C. The result is 0 (inactive). (3) The molecule is O1C2(NC(=O)C(C(C2)c2c1ccc(OC)c2)C(=O)c1ccccc1)C. The result is 0 (inactive). (4) The compound is O=C(NCCNC(=O)c1cccnc1)c1cc(ccc1)C. The result is 0 (inactive). (5) The compound is O(CCCC(OCC(=O)NNC(=O)c1ccc([N+]([O-])=O)cc1)=O)c1ccccc1. The result is 0 (inactive).